Task: Binary Classification. Given a miRNA mature sequence and a target amino acid sequence, predict their likelihood of interaction.. Dataset: Experimentally validated miRNA-target interactions with 360,000+ pairs, plus equal number of negative samples (1) The miRNA is mmu-miR-7680-3p with sequence ACUGCUUGUUCACUGGAAUAGG. The protein sequence of the target gene is MGTTAPGPICLLDLCDQKLLDFVCNVDNKDFMWLKEIEEEAERMFIREFSNEPELMPKTPSQKNRRKKRRVSNIQDENRDPVRKRLSRRKSRSSQVGTRHLRSKPVTIVEENGFPVLQRITRATAAAAAAAAAASVASASSSSTAGSPTVLTKKAVVEISTSERLSAELQLTKLKGSLPPSPVSQGTLTSEEELTPKKSEAGKLDSVTVNSLKATPQSPKNRGVGEGRSVSKLKIARASWGLQDSPGSTDSPWQERVLSPILLNNILPTTAKSPLGNIRSVRRSLISQDSQVPLASKYNL.... Result: 0 (no interaction). (2) The miRNA is hsa-miR-652-3p with sequence AAUGGCGCCACUAGGGUUGUG. The protein sequence of the target gene is MENEIFTPLLEQFMTSPLVTWVKTFGPLAAGNGTNLDEYVALVDGVFLNQVMLQINPKSESQRVNKKVNNDASLRIHNLSILVKQIKFYYQETLQQLIMMPLPDILIIGKNPFSEQGTEEVKKLLLLLLGCAVQCQKKEEFIEKIQGLDFDTKAAVAAHIQEVTHNQENVFDLQWMEVTDMSQEDIEPLLKNMVSHLRRLIDERDEHSETIVELSEERDGVHFLPHASSSAQSPCGSPGMKRTESRQHLSVELADAKAKIRRLRQELEEKTEQLLDCKQELEQIEVELKRLQQENMNLLS.... Result: 0 (no interaction). (3) The miRNA is hsa-miR-548as-5p with sequence AAAAGUAAUUGCGGGUUUUGCC. The protein sequence of the target gene is MALHNPQYIFGDFSPDEFNQFFVTPRSSVELPPYSGTLCSIQAEDELPDGQEHQRIEFGVDEVIEPSEGLPPTPSYSISSTLNPQAPEFILGCTTSKKIPEAVEKDETYSSIDQYPASALALESNSNAEAETLENDSGAGGLGQRERKKKKKRPPGYYSYLKDGGEDSASPATLVNGHATSVGTSGEAVEDAEFMDVLPPVMPRTCDSPQNPVDFISGPVPDSPFPRTLGGDARTAGLCEGCHEADFEQPCLPADSLLRTAGTQPYVGTDTTENFAVANGKILESPGEDTAANGAELHTD.... Result: 0 (no interaction). (4) The miRNA is hsa-miR-615-3p with sequence UCCGAGCCUGGGUCUCCCUCUU. The protein sequence of the target gene is MDWGTELWDQFEVLERHTQWGLDLLDRYVKFVKERTEVEQAYAKQLRSLVKKYLPKRPAKDDPESKFSQQQSFVQILQEVNDFAGQRELVAENLSVRVCLELTKYSQEMKQERKMHFQEGRRAQQQLENGFKQLENSKRKFERDCREAEKAAQTAERLDQDINATKADVEKAKQQAHLRSHMAEESKNEYAAQLQRFNRDQAHFYFSQMPQIFDKLQDMDERRATRLGAGYGLLSEAELEVVPIIAKCLEGMKVAANAVDPKNDSHVLIELHKSGFARPGDVEFEDFSQPMNRAPSDSSL.... Result: 1 (interaction). (5) Result: 0 (no interaction). The miRNA is hsa-miR-5100 with sequence UUCAGAUCCCAGCGGUGCCUCU. The protein sequence of the target gene is MVQKSRNGGVYPGTSGEKKLKVGFVGLDPGAPDSTRDGALLIAGSEAPKRGSVLSKPRTGGAGAGKPPKRNAFYRKLQNFLYNVLERPRGWAFIYHAYVFLLVFSCLVLSVFSTIKEYEKSSEGALYILEIVTIVVFGVEYFVRIWAAGCCCRYRGWRGRLKFARKPFCVIDIMVLIASIAVLAAGSQGNVFATSALRSLRFLQILRMIRMDRRGGTWKLLGSVVYAHSKELVTAWYIGFLCLILASFLVYLAEKGENDHFDTYADALWWGLITLTTIGYGDKYPQTWNGRLLAATFTLI.... (6) The miRNA is hsa-miR-6785-5p with sequence UGGGAGGGCGUGGAUGAUGGUG. The protein sequence of the target gene is MEDPFEEADQPTTEPGMVLDSVEAGDTTPPTKRKSKFSGFGKIFKPWKWRKKKSSDKFKETSEVLERKISMRKPREELVKRGVLLEDPEQGGEDPGKPSDAMLKNGHTTPIGNARSSSPVQVEEEPVRLASLRKAIPEEDLKKRLGSTGSQPNSEAESVPENVPKPPLLPPKRPLSSSHEASEGQAKDATSSGGTARFIISTSITTAPAATTAATSLAKTVNLSVTPSPAPRTLPAAPASTNTTATPSLTHMVPAKQPPIPPPKPAHRNSNPVIAELSQAINSGTLLSKPSPPLPPKRGI.... Result: 1 (interaction).